This data is from Reaction yield outcomes from USPTO patents with 853,638 reactions. The task is: Predict the reaction yield, written as a fraction of the theoretical maximum amount of product (1.0 means a 100% yield; for example, 0.34 means a 34% yield). (1) The reactants are [Cl:1][C:2]1[CH:10]=[C:9]2[C:5]([C:6]([C:11]([O:13]C)=[O:12])=[CH:7][NH:8]2)=[CH:4][C:3]=1[C:15]1[CH:20]=[CH:19][C:18]([O:21][CH2:22][CH2:23][CH2:24][OH:25])=[C:17]([F:26])[CH:16]=1.[OH-].[Na+].Cl. The catalyst is CO.O. The product is [Cl:1][C:2]1[CH:10]=[C:9]2[C:5]([C:6]([C:11]([OH:13])=[O:12])=[CH:7][NH:8]2)=[CH:4][C:3]=1[C:15]1[CH:20]=[CH:19][C:18]([O:21][CH2:22][CH2:23][CH2:24][OH:25])=[C:17]([F:26])[CH:16]=1. The yield is 0.520. (2) The reactants are Br[CH2:2][C:3]1[CH:4]=[C:5]([CH:25]=[CH:26][CH:27]=1)[CH2:6][N:7]1[C:11]2[CH:12]=[CH:13][CH:14]=[CH:15][C:10]=2[N:9]([C:16]2[CH:21]=[CH:20][CH:19]=[CH:18][C:17]=2[F:22])[S:8]1(=[O:24])=[O:23].[CH3:28][NH2:29]. The product is [F:22][C:17]1[CH:18]=[CH:19][CH:20]=[CH:21][C:16]=1[N:9]1[C:10]2[CH:15]=[CH:14][CH:13]=[CH:12][C:11]=2[N:7]([CH2:6][C:5]2[CH:4]=[C:3]([CH2:2][NH:29][CH3:28])[CH:27]=[CH:26][CH:25]=2)[S:8]1(=[O:24])=[O:23]. No catalyst specified. The yield is 0.710.